Dataset: Reaction yield outcomes from USPTO patents with 853,638 reactions. Task: Predict the reaction yield, written as a fraction of the theoretical maximum amount of product (1.0 means a 100% yield; for example, 0.34 means a 34% yield). The reactants are C([N:8](CC1C=CC=CC=1)[CH:9]([CH2:20][O:21][CH:22]([F:24])[F:23])[C:10]([NH:12][CH2:13][C:14]1[CH:19]=[CH:18][CH:17]=[CH:16][CH:15]=1)=[O:11])C1C=CC=CC=1. The catalyst is C(O)C.[OH-].[OH-].[Pd+2]. The product is [NH2:8][CH:9]([CH2:20][O:21][CH:22]([F:23])[F:24])[C:10]([NH:12][CH2:13][C:14]1[CH:19]=[CH:18][CH:17]=[CH:16][CH:15]=1)=[O:11]. The yield is 0.936.